This data is from Peptide-MHC class I binding affinity with 185,985 pairs from IEDB/IMGT. The task is: Regression. Given a peptide amino acid sequence and an MHC pseudo amino acid sequence, predict their binding affinity value. This is MHC class I binding data. (1) The peptide sequence is IGLSSRATW. The MHC is HLA-B58:01 with pseudo-sequence HLA-B58:01. The binding affinity (normalized) is 0.825. (2) The peptide sequence is RRWRRLTVC. The MHC is HLA-A30:02 with pseudo-sequence HLA-A30:02. The binding affinity (normalized) is 0.0847. (3) The peptide sequence is LATLNTLIT. The MHC is HLA-A68:02 with pseudo-sequence HLA-A68:02. The binding affinity (normalized) is 0.118. (4) The peptide sequence is YHHFKTIEL. The MHC is HLA-B18:01 with pseudo-sequence HLA-B18:01. The binding affinity (normalized) is 0.213. (5) The peptide sequence is TSQKSIVAY. The MHC is HLA-A29:02 with pseudo-sequence HLA-A29:02. The binding affinity (normalized) is 0.294. (6) The peptide sequence is FAYRFLSR. The MHC is H-2-Kb with pseudo-sequence H-2-Kb. The binding affinity (normalized) is 0.315.